From a dataset of Catalyst prediction with 721,799 reactions and 888 catalyst types from USPTO. Predict which catalyst facilitates the given reaction. Reactant: [CH:1]1([CH2:4][O:5][C:6]2[CH:7]=[CH:8][C:9]3[N:10]([C:12]([NH2:15])=[N:13][N:14]=3)[N:11]=2)[CH2:3][CH2:2]1.Br[CH2:17][C:18]([C:20]1[CH:25]=[C:24]([N:26]2[CH2:31][CH2:30][O:29][CH2:28][CH2:27]2)[C:23]([O:32][CH3:33])=[C:22]([C:34]([CH3:37])([CH3:36])[CH3:35])[CH:21]=1)=[O:19].[ClH:38]. Product: [ClH:38].[C:34]([C:22]1[CH:21]=[C:20]([C:18](=[O:19])[CH2:17][N:13]2[C:12](=[NH:15])[N:10]3[N:11]=[C:6]([O:5][CH2:4][CH:1]4[CH2:2][CH2:3]4)[CH:7]=[CH:8][C:9]3=[N:14]2)[CH:25]=[C:24]([N:26]2[CH2:27][CH2:28][O:29][CH2:30][CH2:31]2)[C:23]=1[O:32][CH3:33])([CH3:37])([CH3:35])[CH3:36]. The catalyst class is: 3.